This data is from Peptide-MHC class I binding affinity with 185,985 pairs from IEDB/IMGT. The task is: Regression. Given a peptide amino acid sequence and an MHC pseudo amino acid sequence, predict their binding affinity value. This is MHC class I binding data. (1) The peptide sequence is AFVRFSTDK. The MHC is HLA-B51:01 with pseudo-sequence HLA-B51:01. The binding affinity (normalized) is 0. (2) The peptide sequence is AYLVFGTQV. The MHC is H-2-Kd with pseudo-sequence H-2-Kd. The binding affinity (normalized) is 0.616. (3) The peptide sequence is TLNFPISPI. The MHC is HLA-A02:02 with pseudo-sequence HLA-A02:02. The binding affinity (normalized) is 0.325. (4) The peptide sequence is QVAGTGVQFY. The MHC is HLA-A03:01 with pseudo-sequence HLA-A03:01. The binding affinity (normalized) is 0.631. (5) The peptide sequence is CQATSQYYF. The MHC is HLA-B15:01 with pseudo-sequence HLA-B15:01. The binding affinity (normalized) is 0.750. (6) The peptide sequence is AVDWYQQRI. The MHC is HLA-B46:01 with pseudo-sequence HLA-B46:01. The binding affinity (normalized) is 0.0847. (7) The peptide sequence is LARFPCNVI. The MHC is HLA-A02:03 with pseudo-sequence HLA-A02:03. The binding affinity (normalized) is 0.0847.